This data is from Full USPTO retrosynthesis dataset with 1.9M reactions from patents (1976-2016). The task is: Predict the reactants needed to synthesize the given product. (1) Given the product [CH:1]1([C:6]2[N:10]([C:11]3[CH:16]=[CH:15][CH:14]=[CH:13][C:12]=3[F:17])[N:9]=[N:8][C:7]=2[C:18]2[O:20][N:31]=[C:28]([C:23]3[CH:24]=[CH:25][CH:26]=[CH:27][C:22]=3[F:21])[N:29]=2)[CH2:2][CH2:3][CH2:4][CH2:5]1, predict the reactants needed to synthesize it. The reactants are: [CH:1]1([C:6]2[N:10]([C:11]3[CH:16]=[CH:15][CH:14]=[CH:13][C:12]=3[F:17])[N:9]=[N:8][C:7]=2[C:18]([OH:20])=O)[CH2:5][CH2:4][CH2:3][CH2:2]1.[F:21][C:22]1[CH:27]=[CH:26][CH:25]=[CH:24][C:23]=1[C:28](=[NH:31])[NH:29]O. (2) Given the product [N:15]1[N:11]([C:4]2[C:5]([C:6]([OH:8])=[O:7])=[N:19][CH:18]=[CH:17][CH:22]=2)[N:12]=[CH:13][CH:14]=1, predict the reactants needed to synthesize it. The reactants are: CC1C=C[C:5]([C:6]([OH:8])=[O:7])=[C:4]([N:11]2[N:15]=[CH:14][CH:13]=[N:12]2)N=1.Br[C:17]1[C:18](C(O)=O)=[N:19]C=C[CH:22]=1.ClC1N=C(C)C=CC=1C(O)=O. (3) Given the product [Br:1][C:2]1[CH:3]=[C:4]([O:10][C:11]2[C:12]([CH3:17])=[N:13][CH:14]=[CH:15][CH:16]=2)[C:5]([C:8]([NH2:9])=[O:18])=[N:6][CH:7]=1, predict the reactants needed to synthesize it. The reactants are: [Br:1][C:2]1[CH:3]=[C:4]([O:10][C:11]2[C:12]([CH3:17])=[N:13][CH:14]=[CH:15][CH:16]=2)[C:5]([C:8]#[N:9])=[N:6][CH:7]=1.[OH:18]S(O)(=O)=O.[OH-].[Na+]. (4) Given the product [CH2:1]([NH:8][C:9]([C:11]1[S:15][C:14]([NH:16][C:17](=[O:26])[C:18]2[CH:19]=[CH:20][C:21]([C:24]3[N:28]=[N:29][NH:30][N:25]=3)=[CH:22][CH:23]=2)=[N:13][C:12]=1[CH3:27])=[O:10])[C:2]1[CH:7]=[CH:6][CH:5]=[CH:4][CH:3]=1, predict the reactants needed to synthesize it. The reactants are: [CH2:1]([NH:8][C:9]([C:11]1[S:15][C:14]([NH:16][C:17](=[O:26])[C:18]2[CH:23]=[CH:22][C:21]([C:24]#[N:25])=[CH:20][CH:19]=2)=[N:13][C:12]=1[CH3:27])=[O:10])[C:2]1[CH:7]=[CH:6][CH:5]=[CH:4][CH:3]=1.[N-:28]=[N+:29]=[N-:30].[Na+].[Cl-].[NH4+].Cl.